Task: Predict the reaction yield, written as a fraction of the theoretical maximum amount of product (1.0 means a 100% yield; for example, 0.34 means a 34% yield).. Dataset: Reaction yield outcomes from USPTO patents with 853,638 reactions (1) The reactants are C[O:2][C:3](=[O:32])[C:4]1[CH:9]=[CH:8][C:7]([CH2:10][NH:11][C:12]([C:14]2[CH:19]=[C:18]([C:20](=[O:31])[NH:21][CH2:22][C:23]3[CH:28]=[CH:27][C:26]([F:29])=[C:25]([CH3:30])[CH:24]=3)[N:17]=[CH:16][N:15]=2)=[O:13])=[CH:6][CH:5]=1.[OH-].[K+].Cl. The catalyst is O1CCCC1. The product is [F:29][C:26]1[CH:27]=[CH:28][C:23]([CH2:22][NH:21][C:20]([C:18]2[N:17]=[CH:16][N:15]=[C:14]([C:12]([NH:11][CH2:10][C:7]3[CH:6]=[CH:5][C:4]([C:3]([OH:32])=[O:2])=[CH:9][CH:8]=3)=[O:13])[CH:19]=2)=[O:31])=[CH:24][C:25]=1[CH3:30]. The yield is 0.280. (2) The reactants are [Br:1][C:2]1[CH:7]=[CH:6][C:5]([OH:8])=[CH:4][CH:3]=1.[Br:9][CH2:10][CH2:11]Br.[OH-].[Na+]. The catalyst is O. The product is [Br:1][C:2]1[CH:7]=[CH:6][C:5]([O:8][CH2:11][CH2:10][Br:9])=[CH:4][CH:3]=1. The yield is 0.560. (3) The reactants are [NH2:1][OH:2].[CH3:3][CH:4]([N:6]([C:10]1[CH:15]=[CH:14][CH:13]=[CH:12][CH:11]=1)[C:7](Cl)=[O:8])[CH3:5]. The catalyst is C1COCC1. The product is [OH:2][NH:1][C:7](=[O:8])[N:6]([CH:4]([CH3:5])[CH3:3])[C:10]1[CH:15]=[CH:14][CH:13]=[CH:12][CH:11]=1. The yield is 1.00. (4) The reactants are Br[C:2]1[CH:3]=[CH:4][C:5]2[NH:6][C:7]3[C:12]([C:13]=2[CH:14]=1)=[CH:11][C:10](Br)=[CH:9][CH:8]=3.B(O)(O)[C:17]1[CH:22]=[CH:21][C:20]([N:23]([C:30]2[CH:35]=[CH:34][CH:33]=[CH:32][CH:31]=2)[C:24]2[CH:29]=[CH:28][CH:27]=[CH:26][CH:25]=2)=[CH:19][CH:18]=1.[C:53]1([CH3:58])[CH:54]=[CH:55][CH:56]=[CH:57][C:52]=1P([C:52]1[CH:57]=[CH:56][CH:55]=[CH:54][C:53]=1[CH3:58])[C:52]1[CH:57]=[CH:56][CH:55]=[CH:54][C:53]=1[CH3:58].C(=O)([O-])[O-].[K+].[K+]. The catalyst is C([O-])(=O)C.[Pd+2].C([O-])(=O)C.C1(C)C=CC=CC=1.C(O)C. The product is [CH:8]1[C:7]2[NH:6][C:5]3[C:13](=[CH:14][C:2]([C:17]4[CH:22]=[CH:21][C:20]([N:23]([C:30]5[CH:35]=[CH:34][CH:33]=[CH:32][CH:31]=5)[C:24]5[CH:29]=[CH:28][CH:27]=[CH:26][CH:25]=5)=[CH:19][CH:18]=4)=[CH:3][CH:4]=3)[C:12]=2[CH:11]=[C:58]([C:53]2[CH:52]=[CH:57][C:56]([N:6]([C:5]3[CH:13]=[CH:14][CH:2]=[CH:3][CH:4]=3)[C:7]3[CH:8]=[CH:9][CH:10]=[CH:11][CH:12]=3)=[CH:55][CH:54]=2)[CH:9]=1. The yield is 0.510.